This data is from Catalyst prediction with 721,799 reactions and 888 catalyst types from USPTO. The task is: Predict which catalyst facilitates the given reaction. (1) The catalyst class is: 335. Product: [Br:2][C:3]1[CH:4]=[C:5]([C:18]2[CH:23]=[CH:22][CH:21]=[CH:20][CH:19]=2)[C:6]2[N:7]([CH:9]=[C:10]([C:12]([O:14][CH2:15][CH3:16])=[O:13])[N:11]=2)[CH:8]=1. Reactant: Br.[Br:2][C:3]1[CH:4]=[C:5](Br)[C:6]2[N:7]([CH:9]=[C:10]([C:12]([O:14][CH2:15][CH3:16])=[O:13])[N:11]=2)[CH:8]=1.[C:18]1(B(O)O)[CH:23]=[CH:22][CH:21]=[CH:20][CH:19]=1.[O-]P([O-])([O-])=O.[K+].[K+].[K+].C(OCC)(=O)C. (2) Reactant: [C:1]([C:5]1[CH:6]=[C:7]([C:15]2[N:19]([C:20]3[CH:25]=[CH:24][C:23]([N+:26]([O-])=O)=[CH:22][CH:21]=3)[N:18]=[C:17]([C:29]3[CH:38]=[CH:37][C:32]([C:33]([O:35][CH3:36])=[O:34])=[CH:31][CH:30]=3)[CH:16]=2)[CH:8]=[C:9]([C:11]([CH3:14])([CH3:13])[CH3:12])[CH:10]=1)([CH3:4])([CH3:3])[CH3:2].[Cl-].[NH4+]. Product: [NH2:26][C:23]1[CH:24]=[CH:25][C:20]([N:19]2[C:15]([C:7]3[CH:8]=[C:9]([C:11]([CH3:12])([CH3:13])[CH3:14])[CH:10]=[C:5]([C:1]([CH3:4])([CH3:3])[CH3:2])[CH:6]=3)=[CH:16][C:17]([C:29]3[CH:30]=[CH:31][C:32]([C:33]([O:35][CH3:36])=[O:34])=[CH:37][CH:38]=3)=[N:18]2)=[CH:21][CH:22]=1. The catalyst class is: 406.